From a dataset of Forward reaction prediction with 1.9M reactions from USPTO patents (1976-2016). Predict the product of the given reaction. (1) Given the reactants [F:1][C:2]([F:21])([F:20])[S:3]([O:6][C:7]1[C:11]2[C:12]3[N:13]([N:17]=[CH:18][N:19]=3)[C:14](=[O:16])[NH:15][C:10]=2[S:9][CH:8]=1)(=[O:5])=[O:4].Cl[CH2:23][C:24]1[CH:29]=[CH:28][C:27]([O:30][CH3:31])=[CH:26][CH:25]=1.[I-].[K+].C(=O)([O-])[O-].[K+].[K+], predict the reaction product. The product is: [F:21][C:2]([F:1])([F:20])[S:3]([O:6][C:7]1[C:11]2[C:12]3[N:13]([N:17]=[CH:18][N:19]=3)[C:14](=[O:16])[N:15]([CH2:23][C:24]3[CH:29]=[CH:28][C:27]([O:30][CH3:31])=[CH:26][CH:25]=3)[C:10]=2[S:9][CH:8]=1)(=[O:5])=[O:4]. (2) Given the reactants C([O-])([O-])=O.[K+].[K+].CS([N:11]1CCNC[CH2:12]1)(=O)=O.[CH:17]1[CH:18]=[C:19]2[C:24]3=[C:25]([O:27][C:28]4([C:35]5[CH:36]=[CH:37][CH:38]=[C:39]([O:40][CH2:41][C:42]6[CH:43]=[CH:44]O[CH:46]=6)[C:34]=5[C:32](=[O:33])[CH:31]=[CH:30]4)[O:29][C:23]3=[CH:22][CH:21]=[CH:20]2)[CH:26]=1.O, predict the reaction product. The product is: [CH:17]1[CH:18]=[C:19]2[C:24]3=[C:25]([O:27][C:28]4([C:35]5[CH:36]=[CH:37][CH:38]=[C:39]([O:40][CH2:41][C:42]6[CH:43]=[CH:44][CH:12]=[N:11][CH:46]=6)[C:34]=5[C:32](=[O:33])[CH:31]=[CH:30]4)[O:29][C:23]3=[CH:22][CH:21]=[CH:20]2)[CH:26]=1. (3) The product is: [CH2:6]([O:8][C:9](=[O:19])[C:10]1[CH:15]=[C:14]([O:16][CH3:17])[N:13]=[C:12]([NH:5][C@H:1]([CH2:3][CH3:4])[CH3:2])[CH:11]=1)[CH3:7]. Given the reactants [C@@H:1]([NH2:5])([CH2:3][CH3:4])[CH3:2].[CH2:6]([O:8][C:9](=[O:19])[C:10]1[CH:15]=[C:14]([O:16][CH3:17])[N:13]=[C:12](Cl)[CH:11]=1)[CH3:7].C(=O)([O-])[O-].[Cs+].[Cs+], predict the reaction product. (4) Given the reactants [F:1][C:2]1[CH:7]=[CH:6][C:5]([F:8])=[CH:4][C:3]=1[C:9]1[CH2:13][N:12]([C:14]([O:16]C(C)(C)C)=O)[C@H:11]([C:21]2[CH:26]=[CH:25][CH:24]=[CH:23][CH:22]=2)[CH:10]=1.FC(F)(F)C(O)=O.C(OC([NH:41][C@@H:42]([CH:46]1[CH2:48][CH2:47]1)C(O)=O)=O)(C)(C)C.Cl.CN(C)CCCN=C=NCC.ON1C2N=CC=CC=2N=N1.C(N(CC)CC)C, predict the reaction product. The product is: [CH:46]1([C@H:42]([NH2:41])[C:14]([N:12]2[CH2:13][C:9]([C:3]3[CH:4]=[C:5]([F:8])[CH:6]=[CH:7][C:2]=3[F:1])=[CH:10][C@H:11]2[C:21]2[CH:22]=[CH:23][CH:24]=[CH:25][CH:26]=2)=[O:16])[CH2:48][CH2:47]1. (5) Given the reactants [C:1]([O:5][C:6](=[O:38])[CH2:7][CH2:8][CH2:9][CH2:10][CH2:11][CH2:12][CH2:13][CH2:14][CH2:15][CH2:16][CH2:17][CH2:18][CH2:19][CH2:20][NH:21][C:22](=[O:37])[CH2:23][N:24]([C:30]([O:32][C:33]([CH3:36])([CH3:35])[CH3:34])=[O:31])[CH2:25][C:26]([O:28]C)=[O:27])([CH3:4])([CH3:3])[CH3:2].[OH-].[Na+], predict the reaction product. The product is: [C:1]([O:5][C:6](=[O:38])[CH2:7][CH2:8][CH2:9][CH2:10][CH2:11][CH2:12][CH2:13][CH2:14][CH2:15][CH2:16][CH2:17][CH2:18][CH2:19][CH2:20][NH:21][C:22](=[O:37])[CH2:23][N:24]([C:30]([O:32][C:33]([CH3:36])([CH3:35])[CH3:34])=[O:31])[CH2:25][C:26]([OH:28])=[O:27])([CH3:4])([CH3:2])[CH3:3]. (6) Given the reactants [C:1]([N:4]1[C:13]2[C:8](=[C:9]([O:32][C:33]3[CH:38]=[CH:37][CH:36]=[CH:35][C:34]=3[F:39])[C:10]([C:14]3[CH:15]=[N:16][N:17]([CH:19]4[CH2:24][CH2:23][N:22](C(OC(C)(C)C)=O)[CH2:21][CH2:20]4)[CH:18]=3)=[CH:11][CH:12]=2)[CH2:7][CH2:6][C@@H:5]1[CH3:40])(=[O:3])[CH3:2].FC(F)(F)C(O)=O.C(=O)([O-])[O-].[K+].[K+], predict the reaction product. The product is: [F:39][C:34]1[CH:35]=[CH:36][CH:37]=[CH:38][C:33]=1[O:32][C:9]1[C:10]([C:14]2[CH:15]=[N:16][N:17]([CH:19]3[CH2:24][CH2:23][NH:22][CH2:21][CH2:20]3)[CH:18]=2)=[CH:11][CH:12]=[C:13]2[C:8]=1[CH2:7][CH2:6][C@H:5]([CH3:40])[N:4]2[C:1](=[O:3])[CH3:2]. (7) The product is: [CH:5]12[N:1]([C:6]3([C:10]#[N:11])[CH2:9][CH2:12][CH2:7]3)[CH:2]([CH2:3][CH2:4]1)[CH2:21][O:20][CH2:19]2. Given the reactants [N:1]1([C:6]2([C:10]#[N:11])[CH2:9]O[CH2:7]2)[CH2:5][CH2:4][CH2:3][CH2:2]1.[C:12]1(=O)CCC1.Cl.C12NC(CC1)[CH2:21][O:20][CH2:19]2, predict the reaction product. (8) Given the reactants [CH3:1][O:2][C:3](=[O:7])[C@@H:4]([CH3:6])[NH2:5].[CH2:8]1[CH2:14][S:11](=[O:13])(=[O:12])[O:10][CH2:9]1, predict the reaction product. The product is: [CH3:1][O:2][C:3](=[O:7])[C@H:4]([NH:5][CH2:9][CH2:8][CH2:14][S:11]([OH:13])(=[O:12])=[O:10])[CH3:6]. (9) Given the reactants [N:1]1[CH:6]=[CH:5][CH:4]=[CH:3][C:2]=1[CH:7]=[CH:8][C:9]1[C:17]2[C:12](=[N:13][CH:14]=[C:15]([C:18]3[CH:19]=[C:20]([OH:24])[CH:21]=[CH:22][CH:23]=3)[CH:16]=2)[NH:11][CH:10]=1.CO.C(Cl)Cl.CN(C=O)C, predict the reaction product. The product is: [N:1]1[CH:6]=[CH:5][CH:4]=[CH:3][C:2]=1[CH2:7][CH2:8][C:9]1[C:17]2[C:12](=[N:13][CH:14]=[C:15]([C:18]3[CH:19]=[C:20]([OH:24])[CH:21]=[CH:22][CH:23]=3)[CH:16]=2)[NH:11][CH:10]=1.